This data is from Full USPTO retrosynthesis dataset with 1.9M reactions from patents (1976-2016). The task is: Predict the reactants needed to synthesize the given product. (1) Given the product [CH3:1][O:2][NH:3][CH:4]([C@@H:6]1[CH2:8][C@H:7]1[C:9]1[C:13]([Cl:14])=[C:12]([Cl:15])[S:11][C:10]=1[Cl:16])[CH3:5], predict the reactants needed to synthesize it. The reactants are: [CH3:1][O:2][N:3]=[C:4]([C@@H:6]1[CH2:8][C@H:7]1[C:9]1[C:13]([Cl:14])=[C:12]([Cl:15])[S:11][C:10]=1[Cl:16])[CH3:5].C([BH3-])#N.[Na+]. (2) The reactants are: [NH2:1][CH:2]([C:10]1[C:15]([O:16][CH3:17])=[CH:14][CH:13]=[CH:12][C:11]=1[O:18][CH3:19])[CH2:3][CH2:4][CH2:5][C:6]([O:8]C)=O.[Cl:20][C:21]1[C:22]([O:29][CH:30]([F:32])[F:31])=[N:23][CH:24]=[C:25]([CH:28]=1)[CH:26]=O. Given the product [Cl:20][C:21]1[CH:28]=[C:25]([CH2:26][N:1]2[CH:2]([C:10]3[C:15]([O:16][CH3:17])=[CH:14][CH:13]=[CH:12][C:11]=3[O:18][CH3:19])[CH2:3][CH2:4][CH2:5][C:6]2=[O:8])[CH:24]=[N:23][C:22]=1[O:29][CH:30]([F:32])[F:31], predict the reactants needed to synthesize it.